From a dataset of Forward reaction prediction with 1.9M reactions from USPTO patents (1976-2016). Predict the product of the given reaction. (1) The product is: [NH2:31][C:32]1[N:37]=[CH:36][C:35]([C:38]([NH:25][C:19]2[N:18]3[CH2:26][CH2:27][N:28]=[C:17]3[C:16]3[CH:15]=[CH:14][C:13]([O:12][CH2:11][C@@:10]([OH:30])([CH3:29])[CH2:9][N:4]4[CH2:5][C@H:6]([CH3:8])[O:7][C@H:2]([CH3:1])[CH2:3]4)=[C:22]([O:23][CH3:24])[C:21]=3[N:20]=2)=[O:39])=[CH:34][N:33]=1. Given the reactants [CH3:1][C@H:2]1[O:7][C@@H:6]([CH3:8])[CH2:5][N:4]([CH2:9][C@:10]([OH:30])([CH3:29])[CH2:11][O:12][C:13]2[CH:14]=[CH:15][C:16]3[C:17]4[N:18]([CH2:26][CH2:27][N:28]=4)[C:19]([NH2:25])=[N:20][C:21]=3[C:22]=2[O:23][CH3:24])[CH2:3]1.[NH2:31][C:32]1[N:37]=[CH:36][C:35]([C:38](O)=[O:39])=[CH:34][N:33]=1.C1CN([P+](ON2N=NC3C=CC=CC2=3)(N2CCCC2)N2CCCC2)CC1.F[P-](F)(F)(F)(F)F.C(N(C(C)C)CC)(C)C, predict the reaction product. (2) Given the reactants Cl[C:2]1[CH:7]=[C:6]([O:8][C:9]2[CH:14]=[CH:13][C:12]([NH2:15])=[CH:11][C:10]=2[CH3:16])[CH:5]=[CH:4][N:3]=1.[N:17]1[N:18]=[CH:19][CH2:20][CH:21]=1.[C:22]([O-])([O-])=O.[Cs+].[Cs+].O, predict the reaction product. The product is: [CH3:16][C:10]1[CH:11]=[C:12]([NH2:15])[CH:13]=[CH:14][C:9]=1[O:8][C:6]1[CH:5]=[CH:4][N:3]=[C:2]([C:20]2[CH:21]=[N:17][N:18]([CH3:22])[CH:19]=2)[CH:7]=1. (3) Given the reactants [CH3:1][O:2][C:3]1[CH:40]=[CH:39][C:6]([CH2:7][N:8]([CH2:30][C:31]2[CH:36]=[CH:35][C:34]([O:37][CH3:38])=[CH:33][CH:32]=2)[C:9]2[N:14]=[CH:13][C:12]([C:15]3[C:16]4[CH2:29][CH2:28][NH:27][C:17]=4[N:18]=[C:19]([N:21]4[CH2:26][CH2:25][O:24][CH2:23][CH2:22]4)[N:20]=3)=[CH:11][N:10]=2)=[CH:5][CH:4]=1.[CH3:41][O:42][C:43](=[O:51])[C:44]1[CH:49]=[CH:48][C:47](Br)=[CH:46][CH:45]=1.COC1C=CC=C(OC)C=1C1C=CC=CC=1P(C1CCCCC1)C1CCCCC1.P([O-])([O-])([O-])=O.[K+].[K+].[K+], predict the reaction product. The product is: [CH3:41][O:42][C:43](=[O:51])[C:44]1[CH:49]=[CH:48][C:47]([N:27]2[C:17]3[N:18]=[C:19]([N:21]4[CH2:26][CH2:25][O:24][CH2:23][CH2:22]4)[N:20]=[C:15]([C:12]4[CH:11]=[N:10][C:9]([N:8]([CH2:7][C:6]5[CH:5]=[CH:4][C:3]([O:2][CH3:1])=[CH:40][CH:39]=5)[CH2:30][C:31]5[CH:32]=[CH:33][C:34]([O:37][CH3:38])=[CH:35][CH:36]=5)=[N:14][CH:13]=4)[C:16]=3[CH2:29][CH2:28]2)=[CH:46][CH:45]=1.